Dataset: Full USPTO retrosynthesis dataset with 1.9M reactions from patents (1976-2016). Task: Predict the reactants needed to synthesize the given product. (1) Given the product [N:11]1([C:3]([C@H:4]2[NH:5][C:6](=[O:9])[CH2:7][CH2:8]2)=[O:10])[CH2:16][CH2:15][O:14][CH2:13][CH2:12]1, predict the reactants needed to synthesize it. The reactants are: CO[C:3](=[O:10])[C@@H:4]1[CH2:8][CH2:7][C:6](=[O:9])[NH:5]1.[NH:11]1[CH2:16][CH2:15][O:14][CH2:13][CH2:12]1. (2) Given the product [CH2:19]([O:18][C:16]([C:12]1[NH:11][C:15]([CH:3]=[O:4])=[CH:14][CH:13]=1)=[O:17])[CH3:20].[CH2:19]([O:18][C:16]([C:12]1[NH:11][CH:15]=[C:14]([CH:3]=[O:4])[CH:13]=1)=[O:17])[CH3:20], predict the reactants needed to synthesize it. The reactants are: CN(C)[CH:3]=[O:4].P(Cl)(Cl)(Cl)=O.[NH:11]1[CH:15]=[CH:14][CH:13]=[C:12]1[C:16]([O:18][CH2:19][CH3:20])=[O:17].[OH-].[Na+]. (3) Given the product [CH2:1]([O:65][C:72]([N:22]1[C:21]([CH2:51][NH2:53])=[C:20]([C:37]2[CH:38]=[CH:39][N:40]=[CH:41][CH:42]=2)[C:19]([C:16]2[CH:15]=[CH:14][C:13]([F:12])=[CH:18][CH:17]=2)=[N:23]1)=[O:71])[C:2]1[CH:4]=[CH:10][CH:8]=[CH:7][CH:3]=1, predict the reactants needed to synthesize it. The reactants are: [CH3:1][C:2]([O-])([CH3:4])[CH3:3].[K+].[CH3:7][C:8](O)([CH3:10])C.[F:12][C:13]1[CH:18]=[CH:17][C:16]([C:19]2[NH:23][N:22]=[C:21](N3CCN(C(OC(C)(C)C)=O)CC3)[C:20]=2[C:37]2[CH:42]=[CH:41][N:40]=[CH:39][CH:38]=2)=[CH:15][CH:14]=1.C(O[C:51]([NH:53]CC(C1CC(=O)N(O)C1=O)=O)=O)C1C=CC=CC=1.[OH2:65].NN.C1[CH2:72][O:71]CC1. (4) Given the product [N:15]1[CH:14]=[N:13][N:11]2[CH:12]=[C:7]([C:6]3[N:5]([C:16]4[CH:17]=[C:18]([CH3:22])[CH:19]=[CH:20][CH:21]=4)[C:4](=[O:23])[N:3]([CH2:36][C:37]4[CH:42]=[CH:41][CH:40]=[CH:39][C:38]=4[CH3:43])[C:2]=3[CH3:1])[CH:8]=[CH:9][C:10]=12, predict the reactants needed to synthesize it. The reactants are: [CH3:1][C:2]1[NH:3][C:4](=[O:23])[N:5]([C:16]2[CH:17]=[C:18]([CH3:22])[CH:19]=[CH:20][CH:21]=2)[C:6]=1[C:7]1[CH:8]=[CH:9][C:10]2[N:11]([N:13]=[CH:14][N:15]=2)[CH:12]=1.CN(C)C=O.CC(C)([O-])C.[K+].Br[CH2:36][C:37]1[CH:42]=[CH:41][CH:40]=[CH:39][C:38]=1[CH3:43]. (5) Given the product [C:1]1([S:7]([CH2:10][C:11]2[C:16]([C:17]([OH:19])=[O:18])=[C:15]([NH:21][CH2:22][CH2:23][NH:24][C:25]([O:27][C:28]([CH3:30])([CH3:31])[CH3:29])=[O:26])[C:14]([C:32]3[CH:36]=[CH:35][O:34][CH:33]=3)=[CH:13][CH:12]=2)(=[O:9])=[O:8])[CH:2]=[CH:3][CH:4]=[CH:5][CH:6]=1, predict the reactants needed to synthesize it. The reactants are: [C:1]1([S:7]([CH2:10][C:11]2[C:16]([C:17]([O:19]C)=[O:18])=[C:15]([NH:21][CH2:22][CH2:23][NH:24][C:25]([O:27][C:28]([CH3:31])([CH3:30])[CH3:29])=[O:26])[C:14]([C:32]3[CH:36]=[CH:35][O:34][CH:33]=3)=[CH:13][CH:12]=2)(=[O:9])=[O:8])[CH:6]=[CH:5][CH:4]=[CH:3][CH:2]=1.O.[OH-].[Li+]. (6) Given the product [CH:23]1([C@@H:16]([C:12]2[CH:13]=[CH:14][CH:15]=[C:10]([O:9][CH2:8][C:6]3[CH:5]=[N:4][C:3]([C:26]4[CH:31]=[C:30]([O:32][CH3:33])[CH:29]=[CH:28][C:27]=4[F:34])=[C:2]([O:42][CH:40]4[CH2:41][C:36]([CH3:45])([CH3:35])[O:37][C:38]([CH3:44])([CH3:43])[CH2:39]4)[N:7]=3)[CH:11]=2)[CH2:17][C:18]([OH:20])=[O:19])[CH2:24][CH2:25]1, predict the reactants needed to synthesize it. The reactants are: Cl[C:2]1[N:7]=[C:6]([CH2:8][O:9][C:10]2[CH:11]=[C:12]([C@H:16]([CH:23]3[CH2:25][CH2:24]3)[CH2:17][C:18]([O:20]CC)=[O:19])[CH:13]=[CH:14][CH:15]=2)[CH:5]=[N:4][C:3]=1[C:26]1[CH:31]=[C:30]([O:32][CH3:33])[CH:29]=[CH:28][C:27]=1[F:34].[CH3:35][C:36]1([CH3:45])[CH2:41][CH:40]([OH:42])[CH2:39][C:38]([CH3:44])([CH3:43])[O:37]1. (7) Given the product [Br:5][CH2:6][CH2:7][CH2:8][C:9]([CH3:21])([C:15]1[CH:20]=[CH:19][CH:18]=[CH:17][CH:16]=1)[CH2:10][OH:11], predict the reactants needed to synthesize it. The reactants are: CO.[Li+].[BH4-].[Br:5][CH2:6][CH2:7][CH2:8][C:9]([CH3:21])([C:15]1[CH:20]=[CH:19][CH:18]=[CH:17][CH:16]=1)[C:10](OCC)=[O:11].[NH4+].[Cl-].